Dataset: Forward reaction prediction with 1.9M reactions from USPTO patents (1976-2016). Task: Predict the product of the given reaction. (1) Given the reactants [CH:1]1([O:6][C:7]2[C:12]([O:13][CH3:14])=[CH:11][CH:10]=[CH:9][C:8]=2/[CH:15]=[CH:16]/[C:17]2[O:18][C:19]3[C:24]([C:25](=[O:28])[C:26]=2I)=[CH:23][C:22]([F:29])=[C:21]([F:30])[CH:20]=3)[CH2:5][CH2:4][CH2:3][CH2:2]1.[C:31]([C:33]1[CH:38]=[CH:37][C:36](B(O)O)=[CH:35][CH:34]=1)#[N:32], predict the reaction product. The product is: [CH:1]1([O:6][C:7]2[C:12]([O:13][CH3:14])=[CH:11][CH:10]=[CH:9][C:8]=2/[CH:15]=[CH:16]/[C:17]2[O:18][C:19]3[C:24]([C:25](=[O:28])[C:26]=2[C:36]2[CH:37]=[CH:38][C:33]([C:31]#[N:32])=[CH:34][CH:35]=2)=[CH:23][C:22]([F:29])=[C:21]([F:30])[CH:20]=3)[CH2:5][CH2:4][CH2:3][CH2:2]1. (2) Given the reactants O[C@H:2]1[C:7]2[CH:8]=[CH:9][S:10][C:6]=2[S:5](=[O:12])(=[O:11])[N:4]([CH2:13][CH2:14][CH2:15][O:16][CH3:17])[CH2:3]1.[CH2:18]([N:20](CC)CC)[CH3:19].S(Cl)(C1C=CC(C)=CC=1)(=O)=O, predict the reaction product. The product is: [CH2:18]([NH:20][C@@H:2]1[C:7]2[CH:8]=[CH:9][S:10][C:6]=2[S:5](=[O:12])(=[O:11])[N:4]([CH2:13][CH2:14][CH2:15][O:16][CH3:17])[CH2:3]1)[CH3:19]. (3) Given the reactants [F:1][C:2]1[CH:11]=[C:10]2[C:5]([CH:6]=[CH:7][CH:8]=[N:9]2)=[CH:4][C:3]=1[CH2:12][C:13]1[N:17]2[N:18]=[C:19]([C:22]3[CH:23]=[N:24][N:25]([CH:27]4[CH2:32][CH2:31][NH:30][CH2:29][CH2:28]4)[CH:26]=3)[CH:20]=[CH:21][C:16]2=[N:15][CH:14]=1.[Si:33]([O:40][CH2:41][CH:42]=O)([C:36]([CH3:39])([CH3:38])[CH3:37])([CH3:35])[CH3:34].[BH3-]C#N.[Na+].CC(O)=O, predict the reaction product. The product is: [C:36]([Si:33]([CH3:35])([CH3:34])[O:40][CH2:41][CH2:42][N:30]1[CH2:31][CH2:32][CH:27]([N:25]2[CH:26]=[C:22]([C:19]3[CH:20]=[CH:21][C:16]4[N:17]([C:13]([CH2:12][C:3]5[CH:4]=[C:5]6[C:10](=[CH:11][C:2]=5[F:1])[N:9]=[CH:8][CH:7]=[CH:6]6)=[CH:14][N:15]=4)[N:18]=3)[CH:23]=[N:24]2)[CH2:28][CH2:29]1)([CH3:39])([CH3:38])[CH3:37]. (4) Given the reactants [CH3:1][C:2]1[C:6]([CH2:7][S:8][CH2:9][C:10]([N:12]2[CH2:17][CH2:16][N:15]([C:18]3[CH:23]=[CH:22][CH:21]=[CH:20][C:19]=3[CH3:24])[CH2:14][CH2:13]2)=[O:11])=[C:5]([CH3:25])[O:4][N:3]=1.I([O-])(=O)(=O)=[O:27].[Na+], predict the reaction product. The product is: [CH3:1][C:2]1[C:6]([CH2:7][S:8]([CH2:9][C:10]([N:12]2[CH2:13][CH2:14][N:15]([C:18]3[CH:23]=[CH:22][CH:21]=[CH:20][C:19]=3[CH3:24])[CH2:16][CH2:17]2)=[O:11])=[O:27])=[C:5]([CH3:25])[O:4][N:3]=1. (5) Given the reactants [C:1]([OH:4])(=[O:3])[CH3:2].C(N(CC)CC)C.[Cl:12][C:13]1[CH:14]=[C:15]([CH2:20][C:21](=[O:23])[CH3:22])[CH:16]=[CH:17][C:18]=1Cl, predict the reaction product. The product is: [C:1]([O:4][CH2:22][C:21](=[O:23])[CH2:20][C:15]1[CH:16]=[CH:17][CH:18]=[C:13]([Cl:12])[CH:14]=1)(=[O:3])[CH3:2].